From a dataset of Peptide-MHC class II binding affinity with 134,281 pairs from IEDB. Regression. Given a peptide amino acid sequence and an MHC pseudo amino acid sequence, predict their binding affinity value. This is MHC class II binding data. (1) The peptide sequence is SGTNNKTMAVCTNAK. The MHC is DRB1_1501 with pseudo-sequence DRB1_1501. The binding affinity (normalized) is 0.196. (2) The binding affinity (normalized) is 0.898. The MHC is DRB3_0301 with pseudo-sequence DRB3_0301. The peptide sequence is ECEWPLTHTIGTSVE. (3) The peptide sequence is GDSYYYSEPTSENNA. The MHC is DRB3_0301 with pseudo-sequence DRB3_0301. The binding affinity (normalized) is 0. (4) The peptide sequence is FKCDRGSISIVNN. The MHC is HLA-DQA10101-DQB10501 with pseudo-sequence HLA-DQA10101-DQB10501. The binding affinity (normalized) is 0.101.